This data is from Full USPTO retrosynthesis dataset with 1.9M reactions from patents (1976-2016). The task is: Predict the reactants needed to synthesize the given product. (1) Given the product [CH2:27]([N:34]1[CH2:39][CH2:38][CH:37]([CH2:40][CH2:41][NH:42][C:12](=[O:14])[CH2:11][CH2:10][C:3]2[C:4]3[C:9](=[CH:8][CH:7]=[CH:6][CH:5]=3)[NH:1][CH:2]=2)[CH2:36][CH2:35]1)[C:28]1[CH:33]=[CH:32][CH:31]=[CH:30][CH:29]=1, predict the reactants needed to synthesize it. The reactants are: [NH:1]1[C:9]2[C:4](=[CH:5][CH:6]=[CH:7][CH:8]=2)[C:3]([CH2:10][CH2:11][C:12]([OH:14])=O)=[CH:2]1.C(N1C=CN=C1)(N1C=CN=C1)=O.[CH2:27]([N:34]1[CH2:39][CH2:38][CH:37]([CH2:40][CH2:41][NH2:42])[CH2:36][CH2:35]1)[C:28]1[CH:33]=[CH:32][CH:31]=[CH:30][CH:29]=1. (2) Given the product [Cl:21][C:16]1[CH:17]=[CH:18][CH:19]=[CH:20][C:15]=1[S:12]([N:9]1[CH2:10][CH2:11][C:6]2([C:4](=[O:3])[NH:24][CH2:23][CH2:22]2)[CH2:7][CH2:8]1)(=[O:13])=[O:14], predict the reactants needed to synthesize it. The reactants are: C([O:3][C:4]([C:6]1([CH2:22][CH2:23][NH2:24])[CH2:11][CH2:10][N:9]([S:12]([C:15]2[CH:20]=[CH:19][CH:18]=[CH:17][C:16]=2[Cl:21])(=[O:14])=[O:13])[CH2:8][CH2:7]1)=O)C.[Cl-].C[Al+]C.CO.